This data is from Peptide-MHC class I binding affinity with 185,985 pairs from IEDB/IMGT. The task is: Regression. Given a peptide amino acid sequence and an MHC pseudo amino acid sequence, predict their binding affinity value. This is MHC class I binding data. (1) The peptide sequence is GVDFQESAD. The MHC is HLA-A24:02 with pseudo-sequence HLA-A24:02. The binding affinity (normalized) is 0. (2) The peptide sequence is IRYPKTFGWL. The MHC is Mamu-B03 with pseudo-sequence Mamu-B03. The binding affinity (normalized) is 0.757. (3) The peptide sequence is HPLADNKFAL. The MHC is HLA-B53:01 with pseudo-sequence HLA-B53:01. The binding affinity (normalized) is 0.384. (4) The peptide sequence is RSLFNTVATLY. The MHC is HLA-A26:01 with pseudo-sequence HLA-A26:01. The binding affinity (normalized) is 0.0600. (5) The peptide sequence is SAICSVVRR. The MHC is HLA-A33:01 with pseudo-sequence HLA-A33:01. The binding affinity (normalized) is 0.435. (6) The peptide sequence is HVVNYNGLL. The MHC is HLA-A02:11 with pseudo-sequence HLA-A02:11. The binding affinity (normalized) is 0.0847. (7) The peptide sequence is ITTDDLVKSY. The MHC is HLA-A03:01 with pseudo-sequence HLA-A03:01. The binding affinity (normalized) is 0. (8) The peptide sequence is NHINVEHSL. The MHC is Mamu-A07 with pseudo-sequence Mamu-A07. The binding affinity (normalized) is 0.625.